Task: Predict the reaction yield, written as a fraction of the theoretical maximum amount of product (1.0 means a 100% yield; for example, 0.34 means a 34% yield).. Dataset: Buchwald-Hartwig C-N cross coupling reaction yields with 55,370 reactions (1) The reactants are CCc1ccc(Br)cc1.Cc1ccc(N)cc1.O=S(=O)(O[Pd]1c2ccccc2-c2ccccc2N~1)C(F)(F)F.CC(C)c1cc(C(C)C)c(-c2ccccc2P(C2CCCCC2)C2CCCCC2)c(C(C)C)c1.CN1CCCN2CCCN=C12.c1ccc2nocc2c1. No catalyst specified. The product is CCc1ccc(Nc2ccc(C)cc2)cc1. The yield is 0.00831. (2) The reactants are COc1ccc(I)cc1.Cc1ccc(N)cc1.O=S(=O)(O[Pd]1c2ccccc2-c2ccccc2N~1)C(F)(F)F.CC(C)c1cc(C(C)C)c(-c2ccccc2P(C2CCCCC2)C2CCCCC2)c(C(C)C)c1.CCN=P(N=P(N(C)C)(N(C)C)N(C)C)(N(C)C)N(C)C.Fc1cccc(F)c1-c1ccno1. No catalyst specified. The product is COc1ccc(Nc2ccc(C)cc2)cc1. The yield is 0.0665. (3) The reactants are FC(F)(F)c1ccc(Cl)cc1.Cc1ccc(N)cc1.O=S(=O)(O[Pd]1c2ccccc2-c2ccccc2N~1)C(F)(F)F.CC(C)c1cc(C(C)C)c(-c2ccccc2P(C2CCCCC2)C2CCCCC2)c(C(C)C)c1.CN(C)C(=NC(C)(C)C)N(C)C.CCOC(=O)c1cc(OC)no1. No catalyst specified. The product is Cc1ccc(Nc2ccc(C(F)(F)F)cc2)cc1. The yield is 0.154. (4) The reactants are Brc1ccccn1.Cc1ccc(N)cc1.O=S(=O)(O[Pd]1c2ccccc2-c2ccccc2N~1)C(F)(F)F.COc1ccc(OC)c(P(C(C)(C)C)C(C)(C)C)c1-c1c(C(C)C)cc(C(C)C)cc1C(C)C.CN1CCCN2CCCN=C12.COC(=O)c1cc(-c2ccco2)on1. The yield is 0.875. No catalyst specified. The product is Cc1ccc(Nc2ccccn2)cc1. (5) The reactants are FC(F)(F)c1ccc(Br)cc1.Cc1ccc(N)cc1.O=S(=O)(O[Pd]1c2ccccc2-c2ccccc2N~1)C(F)(F)F.CC(C)c1cc(C(C)C)c(-c2ccccc2P(C(C)(C)C)C(C)(C)C)c(C(C)C)c1.CN(C)C(=NC(C)(C)C)N(C)C.COC(=O)c1ccno1. No catalyst specified. The product is Cc1ccc(Nc2ccc(C(F)(F)F)cc2)cc1. The yield is 0.271. (6) The reactants are Brc1ccccn1.Cc1ccc(N)cc1.O=S(=O)(O[Pd]1c2ccccc2-c2ccccc2N~1)C(F)(F)F.CC(C)c1cc(C(C)C)c(-c2ccccc2P(C(C)(C)C)C(C)(C)C)c(C(C)C)c1.CN(C)C(=NC(C)(C)C)N(C)C.Cc1cc(-n2cccc2)no1. No catalyst specified. The product is Cc1ccc(Nc2ccccn2)cc1. The yield is 0.613.